This data is from Catalyst prediction with 721,799 reactions and 888 catalyst types from USPTO. The task is: Predict which catalyst facilitates the given reaction. (1) Reactant: [CH2:1]([O:6][CH:7](O)[CH3:8])[CH2:2][CH2:3][CH2:4][CH3:5].CC(C)([O-:13])C.[K+].F[C:17]1[CH:25]=[CH:24][C:20]([C:21]([OH:23])=[O:22])=[CH:19][C:18]=1[C:26]([F:29])([F:28])[F:27]. Product: [CH2:1]([O:6][CH2:7][CH2:8][O:13][C:17]1[CH:25]=[CH:24][C:20]([C:21]([OH:23])=[O:22])=[CH:19][C:18]=1[C:26]([F:29])([F:28])[F:27])[CH2:2][CH2:3][CH2:4][CH3:5]. The catalyst class is: 1. (2) Reactant: [NH:1]([C:21]([O:23][C:24]([CH3:27])([CH3:26])[CH3:25])=[O:22])[C@H:2]([C:18]([OH:20])=[O:19])[CH2:3][CH2:4][CH2:5][CH2:6][NH:7][C:8]([O:10][CH2:11][C:12]1[CH:17]=[CH:16][CH:15]=[CH:14][CH:13]=1)=[O:9].[C:28]([O-])([O-])=O.[Cs+].[Cs+].CI. Product: [CH2:11]([O:10][C:8]([NH:7][CH2:6][CH2:5][CH2:4][CH2:3][C@H:2]([NH:1][C:21]([O:23][C:24]([CH3:27])([CH3:26])[CH3:25])=[O:22])[C:18]([O:20][CH3:28])=[O:19])=[O:9])[C:12]1[CH:17]=[CH:16][CH:15]=[CH:14][CH:13]=1. The catalyst class is: 3. (3) Reactant: [C:1]12([C:11]3[CH:12]=[C:13]([C:18]4[CH:28]=[CH:27][C:21](/[CH:22]=[CH:23]/[C:24](O)=[O:25])=[CH:20][CH:19]=4)[CH:14]=[CH:15][C:16]=3[OH:17])[CH2:10][CH:5]3[CH2:6][CH:7]([CH2:9][CH:3]([CH2:4]3)[CH2:2]1)[CH2:8]2.[OH2:29].OC1C2N=NNC=2C=CC=1.Cl.CN(C)CCCN=C=NCC.Cl.[NH2:53]O. Product: [C:1]12([C:11]3[CH:12]=[C:13]([C:18]4[CH:28]=[CH:27][C:21](/[CH:22]=[CH:23]/[C:24]([NH:53][OH:29])=[O:25])=[CH:20][CH:19]=4)[CH:14]=[CH:15][C:16]=3[OH:17])[CH2:10][CH:5]3[CH2:6][CH:7]([CH2:9][CH:3]([CH2:4]3)[CH2:2]1)[CH2:8]2. The catalyst class is: 3. (4) Reactant: FC(F)(F)C(O)=O.C(O[C:13](=O)[N:14]([C@H:16]([CH2:29][C:30]1[CH:35]=[CH:34][CH:33]=[CH:32][CH:31]=1)[C:17]([N:19]1[CH2:24][CH2:23][CH:22]([CH2:25][N:26]([CH3:28])[CH3:27])[CH2:21][CH2:20]1)=[O:18])C)(C)(C)C. Product: [CH3:27][N:26]([CH2:25][CH:22]1[CH2:23][CH2:24][N:19]([C:17](=[O:18])[C@H:16]([NH:14][CH3:13])[CH2:29][C:30]2[CH:31]=[CH:32][CH:33]=[CH:34][CH:35]=2)[CH2:20][CH2:21]1)[CH3:28]. The catalyst class is: 4.